Dataset: Peptide-MHC class I binding affinity with 185,985 pairs from IEDB/IMGT. Task: Regression. Given a peptide amino acid sequence and an MHC pseudo amino acid sequence, predict their binding affinity value. This is MHC class I binding data. (1) The peptide sequence is GLNISGYNY. The MHC is HLA-A29:02 with pseudo-sequence HLA-A29:02. The binding affinity (normalized) is 0.739. (2) The peptide sequence is RISGVDRYY. The MHC is Mamu-B52 with pseudo-sequence Mamu-B52. The binding affinity (normalized) is 0.